The task is: Regression. Given two drug SMILES strings and cell line genomic features, predict the synergy score measuring deviation from expected non-interaction effect.. This data is from NCI-60 drug combinations with 297,098 pairs across 59 cell lines. (1) Drug 1: CC1=C(N=C(N=C1N)C(CC(=O)N)NCC(C(=O)N)N)C(=O)NC(C(C2=CN=CN2)OC3C(C(C(C(O3)CO)O)O)OC4C(C(C(C(O4)CO)O)OC(=O)N)O)C(=O)NC(C)C(C(C)C(=O)NC(C(C)O)C(=O)NCCC5=NC(=CS5)C6=NC(=CS6)C(=O)NCCC[S+](C)C)O. Drug 2: COC1=C2C(=CC3=C1OC=C3)C=CC(=O)O2. Cell line: HOP-92. Synergy scores: CSS=29.1, Synergy_ZIP=7.73, Synergy_Bliss=2.14, Synergy_Loewe=-16.6, Synergy_HSA=1.52. (2) Drug 1: C1=CC(=CC=C1CC(C(=O)O)N)N(CCCl)CCCl.Cl. Drug 2: C1C(C(OC1N2C=C(C(=O)NC2=O)F)CO)O. Cell line: K-562. Synergy scores: CSS=29.0, Synergy_ZIP=-2.71, Synergy_Bliss=-0.603, Synergy_Loewe=-7.90, Synergy_HSA=0.165. (3) Drug 1: CN(C)C1=NC(=NC(=N1)N(C)C)N(C)C. Drug 2: CCC1(CC2CC(C3=C(CCN(C2)C1)C4=CC=CC=C4N3)(C5=C(C=C6C(=C5)C78CCN9C7C(C=CC9)(C(C(C8N6C=O)(C(=O)OC)O)OC(=O)C)CC)OC)C(=O)OC)O.OS(=O)(=O)O. Cell line: OVCAR3. Synergy scores: CSS=16.3, Synergy_ZIP=-3.62, Synergy_Bliss=0.165, Synergy_Loewe=-14.6, Synergy_HSA=-3.78. (4) Drug 1: C1=CC(=CC=C1CCC2=CNC3=C2C(=O)NC(=N3)N)C(=O)NC(CCC(=O)O)C(=O)O. Drug 2: CC1=C2C(C(=O)C3(C(CC4C(C3C(C(C2(C)C)(CC1OC(=O)C(C(C5=CC=CC=C5)NC(=O)C6=CC=CC=C6)O)O)OC(=O)C7=CC=CC=C7)(CO4)OC(=O)C)O)C)OC(=O)C. Cell line: UACC62. Synergy scores: CSS=30.7, Synergy_ZIP=-8.10, Synergy_Bliss=-8.73, Synergy_Loewe=-13.6, Synergy_HSA=-4.71. (5) Drug 1: CC12CCC(CC1=CCC3C2CCC4(C3CC=C4C5=CN=CC=C5)C)O. Drug 2: C1=NC2=C(N1)C(=S)N=C(N2)N. Cell line: NCI-H322M. Synergy scores: CSS=30.5, Synergy_ZIP=-8.82, Synergy_Bliss=-3.19, Synergy_Loewe=-9.21, Synergy_HSA=-3.83. (6) Drug 1: CCCS(=O)(=O)NC1=C(C(=C(C=C1)F)C(=O)C2=CNC3=C2C=C(C=N3)C4=CC=C(C=C4)Cl)F. Drug 2: C1=CC=C(C=C1)NC(=O)CCCCCCC(=O)NO. Cell line: UACC-257. Synergy scores: CSS=39.8, Synergy_ZIP=-7.04, Synergy_Bliss=-4.76, Synergy_Loewe=-6.40, Synergy_HSA=-2.43. (7) Drug 1: C1=NC2=C(N=C(N=C2N1C3C(C(C(O3)CO)O)F)Cl)N. Drug 2: CC1C(C(CC(O1)OC2CC(CC3=C2C(=C4C(=C3O)C(=O)C5=C(C4=O)C(=CC=C5)OC)O)(C(=O)CO)O)N)O.Cl. Cell line: UACC-257. Synergy scores: CSS=40.2, Synergy_ZIP=0.0376, Synergy_Bliss=1.87, Synergy_Loewe=1.49, Synergy_HSA=3.06.